Dataset: Full USPTO retrosynthesis dataset with 1.9M reactions from patents (1976-2016). Task: Predict the reactants needed to synthesize the given product. (1) Given the product [Cl:22][C:17]1[CH:18]=[CH:19][CH:20]=[CH:21][C:16]=1[C:8]1[CH:9]=[C:10]([F:15])[CH:11]=[C:12]2[C:7]=1[O:6][C@@H:5]([CH2:4][NH2:1])[CH:14]=[CH:13]2, predict the reactants needed to synthesize it. The reactants are: [N:1]([CH2:4][C@H:5]1[CH2:14][CH2:13][C:12]2[C:7](=[C:8]([C:16]3[CH:21]=[CH:20][CH:19]=[CH:18][C:17]=3[Cl:22])[CH:9]=[C:10]([F:15])[CH:11]=2)[O:6]1)=[N+]=[N-].C1(P(C2C=CC=CC=2)C2C=CC=CC=2)C=CC=CC=1.CO. (2) Given the product [N+:4]([C:7]1[CH:8]=[CH:9][C:10]([C:11]([O:13][C@H:14]2[C:18]3[N:19]=[CH:20][N:21]=[C:22]([N:23]4[C:43]5[C:38](=[C:39]([CH2:44][NH:45][C:56](=[O:58])[CH3:57])[CH:40]=[CH:41][CH:42]=5)[C:25]5([CH2:30][CH2:29][N:28]([CH2:31][C:32]6[CH:37]=[CH:36][CH:35]=[CH:34][CH:33]=6)[CH2:27][CH2:26]5)[CH2:24]4)[C:17]=3[C@H:16]([CH3:46])[CH2:15]2)=[O:12])=[CH:47][CH:48]=1)([O-:6])=[O:5], predict the reactants needed to synthesize it. The reactants are: Cl.Cl.Cl.[N+:4]([C:7]1[CH:48]=[CH:47][C:10]([C:11]([O:13][C@H:14]2[C:18]3[N:19]=[CH:20][N:21]=[C:22]([N:23]4[C:43]5[C:38](=[C:39]([CH2:44][NH2:45])[CH:40]=[CH:41][CH:42]=5)[C:25]5([CH2:30][CH2:29][N:28]([CH2:31][C:32]6[CH:37]=[CH:36][CH:35]=[CH:34][CH:33]=6)[CH2:27][CH2:26]5)[CH2:24]4)[C:17]=3[C@H:16]([CH3:46])[CH2:15]2)=[O:12])=[CH:9][CH:8]=1)([O-:6])=[O:5].CCN(CC)CC.[C:56](Cl)(=[O:58])[CH3:57]. (3) Given the product [F:21][C:2]([F:1])([F:20])[C:3]([N:5]1[CH2:10][CH2:9][CH:8]([NH:11][NH2:12])[CH2:7][CH2:6]1)=[O:4].[F:22][C:23]([F:28])([F:27])[C:24]([O-:26])=[O:25], predict the reactants needed to synthesize it. The reactants are: [F:1][C:2]([F:21])([F:20])[C:3]([N:5]1[CH2:10][CH2:9][CH:8]([NH:11][NH:12]C(OC(C)(C)C)=O)[CH2:7][CH2:6]1)=[O:4].[F:22][C:23]([F:28])([F:27])[C:24]([OH:26])=[O:25]. (4) Given the product [CH3:19][O:12][C:11](=[O:13])[CH2:10][C:4]1[CH:5]=[CH:6][C:7]([O:8][CH3:9])=[C:2]([OH:1])[CH:3]=1, predict the reactants needed to synthesize it. The reactants are: [OH:1][C:2]1[CH:3]=[C:4]([CH2:10][C:11]([OH:13])=[O:12])[CH:5]=[CH:6][C:7]=1[O:8][CH3:9].OS(O)(=O)=O.[CH3:19]O. (5) Given the product [CH3:22][C@H:2]1[C:3](=[O:4])[O:5][CH2:6][C@@H:7]([C:8]2[CH:9]=[CH:10][CH:11]=[CH:12][CH:13]=2)[NH:14][C:15](=[O:21])[CH2:16][CH2:17][CH2:18][CH:19]=[CH:20][CH2:1]1, predict the reactants needed to synthesize it. The reactants are: [CH3:1][C@H:2]([CH2:22]C=C)[C:3]([O:5][CH2:6][C@H:7]([NH:14][C:15](=[O:21])[CH2:16][CH2:17][CH2:18][CH:19]=[CH2:20])[C:8]1[CH:13]=[CH:12][CH:11]=[CH:10][CH:9]=1)=[O:4]. (6) Given the product [CH3:1][N:2]([CH3:18])[CH2:3][CH2:4][O:5][C:6]1[CH:12]=[C:11]([C:13]2[CH:17]=[N:16][NH:15][CH:14]=2)[CH:10]=[CH:9][C:7]=1[NH:8][C:26](=[O:27])[CH2:25][C:19]1[CH:24]=[CH:23][CH:22]=[CH:21][CH:20]=1, predict the reactants needed to synthesize it. The reactants are: [CH3:1][N:2]([CH3:18])[CH2:3][CH2:4][O:5][C:6]1[CH:12]=[C:11]([C:13]2[CH:14]=[N:15][NH:16][CH:17]=2)[CH:10]=[CH:9][C:7]=1[NH2:8].[C:19]1([CH2:25][C:26](O)=[O:27])[CH:24]=[CH:23][CH:22]=[CH:21][CH:20]=1. (7) Given the product [Cl:18][C:15]1[CH:16]=[CH:17][C:12]([CH2:11][N:10]2[C:9]3[C:8](=[O:19])[N:7]([CH2:20][CH2:21][CH:22]([OH:24])[CH3:23])[C:6](=[O:25])[N:5]([CH3:26])[C:4]=3[N:3]=[C:2]2[S:30][CH2:27][CH2:28][CH3:29])=[CH:13][CH:14]=1, predict the reactants needed to synthesize it. The reactants are: Br[C:2]1[N:10]([CH2:11][C:12]2[CH:17]=[CH:16][C:15]([Cl:18])=[CH:14][CH:13]=2)[C:9]2[C:8](=[O:19])[N:7]([CH2:20][CH2:21][CH:22]([OH:24])[CH3:23])[C:6](=[O:25])[N:5]([CH3:26])[C:4]=2[N:3]=1.[CH2:27]([SH:30])[CH2:28][CH3:29].C(=O)([O-])[O-].[K+].[K+]. (8) Given the product [Cl:15][C:14]1[C:9]([NH:8][C@@H:3]2[CH2:4][CH2:5][CH2:6][CH2:7][C@H:2]2[NH:1][S:42]([CH2:41][C:40]([F:47])([F:46])[F:39])(=[O:44])=[O:43])=[N:10][C:11]([NH:16][C:17]2[CH:31]=[CH:30][C:20]3[CH2:21][CH2:22][N:23]([CH2:26][CH2:27][O:28][CH3:29])[CH2:24][CH2:25][C:19]=3[CH:18]=2)=[N:12][CH:13]=1, predict the reactants needed to synthesize it. The reactants are: [NH2:1][C@@H:2]1[CH2:7][CH2:6][CH2:5][CH2:4][C@H:3]1[NH:8][C:9]1[C:14]([Cl:15])=[CH:13][N:12]=[C:11]([NH:16][C:17]2[CH:31]=[CH:30][C:20]3[CH2:21][CH2:22][N:23]([CH2:26][CH2:27][O:28][CH3:29])[CH2:24][CH2:25][C:19]=3[CH:18]=2)[N:10]=1.C(N(CC)CC)C.[F:39][C:40]([F:47])([F:46])[CH2:41][S:42](Cl)(=[O:44])=[O:43]. (9) Given the product [Br:1][C:2]1[C:7]([CH2:8][OH:9])=[CH:6][C:5]([Cl:12])=[N:4][CH:3]=1, predict the reactants needed to synthesize it. The reactants are: [Br:1][C:2]1[C:7]([C:8](OC)=[O:9])=[CH:6][C:5]([Cl:12])=[N:4][CH:3]=1.CO.[BH4-].[Li+]. (10) Given the product [O:23]1[CH:27]=[CH:26][CH:25]=[C:24]1[C:2]1[CH:7]=[C:6]([NH:8][C:9]2[CH:14]=[CH:13][CH:12]=[CH:11][CH:10]=2)[C:5]([C:40]2[O:34][CH:31]=[CH:44][CH:39]=2)=[CH:4][C:3]=1[NH:16][C:17]1[CH:22]=[CH:21][CH:20]=[CH:19][CH:18]=1, predict the reactants needed to synthesize it. The reactants are: Br[C:2]1[CH:7]=[C:6]([NH:8][C:9]2[CH:14]=[CH:13][CH:12]=[CH:11][CH:10]=2)[C:5](Br)=[CH:4][C:3]=1[NH:16][C:17]1[CH:22]=[CH:21][CH:20]=[CH:19][CH:18]=1.[O:23]1[CH:27]=[CH:26][CH:25]=[C:24]1B(O)O.[C:31](=[O:34])([O-])[O-].[Cs+].[Cs+].[OH-].[Na+].[C:39]1(C)[CH:44]=CC=C[CH:40]=1.